Predict the reactants needed to synthesize the given product. From a dataset of Full USPTO retrosynthesis dataset with 1.9M reactions from patents (1976-2016). (1) Given the product [F:26][C:2]([F:1])([F:25])[C:3]1[CH:24]=[CH:23][CH:22]=[CH:21][C:4]=1[CH2:5][O:6][CH:7]1[CH2:10][N:9]([C:11]2[N:16]=[N:15][C:14]([C:17]([NH:27][NH2:28])=[O:19])=[CH:13][CH:12]=2)[CH2:8]1, predict the reactants needed to synthesize it. The reactants are: [F:1][C:2]([F:26])([F:25])[C:3]1[CH:24]=[CH:23][CH:22]=[CH:21][C:4]=1[CH2:5][O:6][CH:7]1[CH2:10][N:9]([C:11]2[N:16]=[N:15][C:14]([C:17]([O:19]C)=O)=[CH:13][CH:12]=2)[CH2:8]1.[NH2:27][NH2:28]. (2) Given the product [O:7]([C:8]1[CH:13]=[C:12]([NH2:14])[CH:11]=[CH:10][C:9]=1[CH2:15][C:16]1[CH:21]=[CH:20][C:19]([CH2:22][CH3:23])=[CH:18][CH:17]=1)[C@@H:6]1[O:24][C@H:25]([CH2:36][OH:37])[C@@H:26]([OH:32])[C@H:27]([OH:28])[C@H:5]1[OH:4], predict the reactants needed to synthesize it. The reactants are: C([O:4][C@@H:5]1[C@@H:27]([O:28]C(=O)C)[C@H:26]([O:32]C(=O)C)[C@@H:25]([CH2:36][O:37]C(=O)C)[O:24][C@H:6]1[O:7][C:8]1[CH:13]=[C:12]([NH2:14])[CH:11]=[CH:10][C:9]=1[CH2:15][C:16]1[CH:21]=[CH:20][C:19]([CH2:22][CH3:23])=[CH:18][CH:17]=1)(=O)C.C[O-].[Na+]. (3) Given the product [C:1]1([C:7]2[CH:12]=[C:11]([CH2:13][S:14]([N:17]3[CH2:18][C@H:19]([CH3:24])[NH:20][C@H:21]([CH3:23])[CH2:22]3)(=[O:15])=[O:16])[CH:10]=[CH:9][C:8]=2[NH:25][C:26]([C:28]2[NH:29][CH:30]=[C:31]([C:33]#[N:34])[N:32]=2)=[O:27])[CH2:6][CH2:5][CH2:4][CH2:3][CH:2]=1, predict the reactants needed to synthesize it. The reactants are: [C:1]1([C:7]2[CH:12]=[C:11]([CH2:13][S:14]([N:17]3[CH2:22][C@H:21]([CH3:23])[NH:20][C@H:19]([CH3:24])[CH2:18]3)(=[O:16])=[O:15])[CH:10]=[CH:9][C:8]=2[NH:25][C:26]([C:28]2[N:29](COCC[Si](C)(C)C)[CH:30]=[C:31]([C:33]#[N:34])[N:32]=2)=[O:27])[CH2:6][CH2:5][CH2:4][CH2:3][CH:2]=1.CCO.C(O)(C(F)(F)F)=O.